From a dataset of Forward reaction prediction with 1.9M reactions from USPTO patents (1976-2016). Predict the product of the given reaction. (1) Given the reactants Cl[C:2]1[N:7]2[N:8]=[CH:9][CH:10]=[C:6]2[N:5]=[C:4]([CH2:11][CH:12]2[CH2:17][CH2:16][CH:15]([C:18]([O:20][CH2:21][CH3:22])=[O:19])[CH2:14][CH2:13]2)[CH:3]=1.[NH3:23], predict the reaction product. The product is: [NH2:23][C:2]1[N:7]2[N:8]=[CH:9][CH:10]=[C:6]2[N:5]=[C:4]([CH2:11][CH:12]2[CH2:17][CH2:16][CH:15]([C:18]([O:20][CH2:21][CH3:22])=[O:19])[CH2:14][CH2:13]2)[CH:3]=1. (2) Given the reactants [NH2:1][C:2]1[C:17]([O:18][CH3:19])=[CH:16][C:5]2[CH2:6][CH2:7][N:8]([CH2:11][C:12]([CH3:15])([OH:14])[CH3:13])[CH2:9][CH2:10][C:4]=2[CH:3]=1.C([Si](C)(C)[O:25][C@H:26]1[CH2:30][CH2:29][N:28]([S:31]([C:34]2[CH:39]=[CH:38][CH:37]=[CH:36][C:35]=2[NH:40][C:41]2[C:46]([Cl:47])=[CH:45][N:44]=[C:43](Cl)[N:42]=2)(=[O:33])=[O:32])[CH2:27]1)(C)(C)C, predict the reaction product. The product is: [Cl:47][C:46]1[C:41]([NH:40][C:35]2[CH:36]=[CH:37][CH:38]=[CH:39][C:34]=2[S:31]([N:28]2[CH2:29][CH2:30][C@H:26]([OH:25])[CH2:27]2)(=[O:32])=[O:33])=[N:42][C:43]([NH:1][C:2]2[C:17]([O:18][CH3:19])=[CH:16][C:5]3[CH2:6][CH2:7][N:8]([CH2:11][C:12]([OH:14])([CH3:15])[CH3:13])[CH2:9][CH2:10][C:4]=3[CH:3]=2)=[N:44][CH:45]=1. (3) The product is: [F:8][C:7]1[C:2](/[N:1]=[CH:4]/[N:5]([CH3:9])[CH3:6])=[N:3][C:4](=[O:14])[N:5]([C:9]2[CH:13]=[CH:12][S:11][CH:10]=2)[CH:6]=1. Given the reactants [NH2:1][C:2]1[C:7]([F:8])=[CH:6][N:5]([C:9]2[CH:13]=[CH:12][S:11][CH:10]=2)[C:4](=[O:14])[N:3]=1, predict the reaction product. (4) The product is: [NH:27]1[CH2:28][CH2:29][CH:25]([C:22]2[CH:23]=[CH:24][C:19]([NH:18][C:10]3[N:9]=[C:8]([CH2:7][CH2:6][C:5]4[CH:37]=[CH:38][CH:39]=[CH:40][C:4]=4[CH2:3][C:2]([NH2:1])=[O:41])[C:13]([C:14]([F:17])([F:15])[F:16])=[CH:12][N:11]=3)=[CH:20][CH:21]=2)[CH2:26]1. Given the reactants [NH2:1][C:2](=[O:41])[CH2:3][C:4]1[CH:40]=[CH:39][CH:38]=[CH:37][C:5]=1[CH2:6][CH2:7][C:8]1[C:13]([C:14]([F:17])([F:16])[F:15])=[CH:12][N:11]=[C:10]([NH:18][C:19]2[CH:24]=[CH:23][C:22]([CH:25]3[CH2:29][CH2:28][N:27](C(OC(C)(C)C)=O)[CH2:26]3)=[CH:21][CH:20]=2)[N:9]=1.C(O)(C(F)(F)F)=O, predict the reaction product. (5) Given the reactants [NH2:1][C:2]1[CH:7]=[CH:6][C:5]([N:8]2[CH2:13][CH2:12][CH2:11][CH2:10][CH2:9]2)=[CH:4][C:3]=1[C:14]1[CH:15]=[C:16]([CH:21]=[CH:22][N:23]=1)[C:17]([O:19][CH3:20])=[O:18].CCN=C=NCCCN(C)C.Cl.[C:36]([O:40][C:41](=[O:55])[CH2:42][CH2:43][S:44][CH2:45][C:46]1[CH:47]=[C:48]([CH:52]=[CH:53][CH:54]=1)[C:49](O)=[O:50])([CH3:39])([CH3:38])[CH3:37], predict the reaction product. The product is: [C:36]([O:40][C:41](=[O:55])[CH2:42][CH2:43][S:44][CH2:45][C:46]1[CH:47]=[C:48]([CH:52]=[CH:53][CH:54]=1)[C:49]([NH:1][C:2]1[CH:7]=[CH:6][C:5]([N:8]2[CH2:13][CH2:12][CH2:11][CH2:10][CH2:9]2)=[CH:4][C:3]=1[C:14]1[CH:15]=[C:16]([CH:21]=[CH:22][N:23]=1)[C:17]([O:19][CH3:20])=[O:18])=[O:50])([CH3:39])([CH3:37])[CH3:38]. (6) Given the reactants C[O:2][C:3](=[O:33])[CH2:4][N:5]1[C:13]2[C:8](=[CH:9][C:10]([S:14]([N:17]3[CH2:22][CH2:21][N:20]([C:23]4[CH:28]=[CH:27][C:26]([C:29]([F:32])([F:31])[F:30])=[CH:25][CH:24]=4)[CH2:19][CH2:18]3)(=[O:16])=[O:15])=[CH:11][CH:12]=2)[CH:7]=[CH:6]1.BrCC1C=CC=C([N+]([O-])=O)C=1CBr, predict the reaction product. The product is: [F:31][C:29]([F:30])([F:32])[C:26]1[CH:27]=[CH:28][C:23]([N:20]2[CH2:19][CH2:18][N:17]([S:14]([C:10]3[CH:9]=[C:8]4[C:13](=[CH:12][CH:11]=3)[N:5]([CH2:4][C:3]([OH:33])=[O:2])[CH:6]=[CH:7]4)(=[O:15])=[O:16])[CH2:22][CH2:21]2)=[CH:24][CH:25]=1. (7) The product is: [O:29]=[C:25]1[CH2:26][CH2:27][CH2:28][C@H:23]([C@H:15]([NH:14][C:12]([C:3]2[C:2]([NH:1][C:31]([NH:30][C:33]3[C:34]([CH3:41])=[CH:35][C:36]([CH3:40])=[CH:37][C:38]=3[CH3:39])=[O:32])=[CH:11][C:10]3[C:5](=[CH:6][CH:7]=[CH:8][CH:9]=3)[CH:4]=2)=[O:13])[C:16]([O:18][C:19]([CH3:22])([CH3:21])[CH3:20])=[O:17])[CH2:24]1. Given the reactants [NH2:1][C:2]1[C:3]([C:12]([NH:14][C@@H:15]([C@H:23]2[CH2:28][CH2:27][CH2:26][C:25](=[O:29])[CH2:24]2)[C:16]([O:18][C:19]([CH3:22])([CH3:21])[CH3:20])=[O:17])=[O:13])=[CH:4][C:5]2[C:10]([CH:11]=1)=[CH:9][CH:8]=[CH:7][CH:6]=2.[N:30]([C:33]1[C:38]([CH3:39])=[CH:37][C:36]([CH3:40])=[CH:35][C:34]=1[CH3:41])=[C:31]=[O:32], predict the reaction product. (8) Given the reactants [Cl:1][C:2]1[C:3]([C:53]([F:56])([F:55])[F:54])=[CH:4][C:5]2[N:9]=[C:8]([CH2:10][CH2:11][CH:12]3[CH2:15][CH:14]([N:16]([CH2:20][C@@H:21]4[C@H:25]5[O:26]C(C)(C)[O:28][C@H:24]5[C@H:23]([N:31]5[C:35]6[N:36]=[CH:37][N:38]=[C:39]([NH:40]CC7C=CC(OC)=CC=7OC)[C:34]=6[CH:33]=[CH:32]5)[CH2:22]4)[CH:17]([CH3:19])[CH3:18])[CH2:13]3)[NH:7][C:6]=2[CH:52]=1, predict the reaction product. The product is: [NH2:40][C:39]1[C:34]2[CH:33]=[CH:32][N:31]([C@@H:23]3[CH2:22][C@H:21]([CH2:20][N:16]([CH:14]4[CH2:13][CH:12]([CH2:11][CH2:10][C:8]5[NH:7][C:6]6[CH:52]=[C:2]([Cl:1])[C:3]([C:53]([F:55])([F:54])[F:56])=[CH:4][C:5]=6[N:9]=5)[CH2:15]4)[CH:17]([CH3:19])[CH3:18])[C@@H:25]([OH:26])[C@H:24]3[OH:28])[C:35]=2[N:36]=[CH:37][N:38]=1.